This data is from Catalyst prediction with 721,799 reactions and 888 catalyst types from USPTO. The task is: Predict which catalyst facilitates the given reaction. (1) Reactant: [S:1]1[C:5]2[CH:6]=[CH:7][CH:8]=[CH:9][C:4]=2[N:3]=[C:2]1[C:10]1[C:11]([NH:20][C@H:21]2[C@@H:25]3[O:26]C(C)(C)[O:28][C@@H:24]3[C@@H:23]([CH2:31][OH:32])[CH2:22]2)=[N:12][C:13]([CH2:18][CH3:19])=[N:14][C:15]=1[O:16]C.Cl. Product: [S:1]1[C:5]2[CH:6]=[CH:7][CH:8]=[CH:9][C:4]=2[N:3]=[C:2]1[C:10]1[C:15](=[O:16])[NH:14][C:13]([CH2:18][CH3:19])=[N:12][C:11]=1[NH:20][C@@H:21]1[CH2:22][C@H:23]([CH2:31][OH:32])[C@@H:24]([OH:28])[C@H:25]1[OH:26]. The catalyst class is: 5. (2) Reactant: Br[CH2:2][C:3]1[C:8]([CH2:9][CH3:10])=[CH:7][CH:6]=[CH:5][C:4]=1[N:11]1[C:15](=[O:16])[N:14]([CH3:17])[N:13]=[N:12]1.[CH3:18][C:19]1[CH:24]=[C:23]([N:25]2[C:29]([CH3:30])=[C:28]([CH3:31])[C:27]([CH3:32])=[N:26]2)[CH:22]=[CH:21][C:20]=1[OH:33].C(=O)([O-])[O-].[K+].[K+]. Product: [CH2:9]([C:8]1[C:3]([CH2:2][O:33][C:20]2[CH:21]=[CH:22][C:23]([N:25]3[C:29]([CH3:30])=[C:28]([CH3:31])[C:27]([CH3:32])=[N:26]3)=[CH:24][C:19]=2[CH3:18])=[C:4]([N:11]2[C:15](=[O:16])[N:14]([CH3:17])[N:13]=[N:12]2)[CH:5]=[CH:6][CH:7]=1)[CH3:10]. The catalyst class is: 10.